From a dataset of Forward reaction prediction with 1.9M reactions from USPTO patents (1976-2016). Predict the product of the given reaction. (1) Given the reactants Cl.[NH2:2][CH2:3][C@@H:4]1[O:8][C:7](=[O:9])[N:6]([C:10]2[CH:23]=[CH:22][C:13]3[C:14]4[NH:15][N:16]=[CH:17][C:18]=4[CH2:19][CH2:20][CH2:21][C:12]=3[CH:11]=2)[CH2:5]1.C(N(CC)CC)C.Cl[C:32]([O:34][CH3:35])=[O:33], predict the reaction product. The product is: [CH3:35][O:34][C:32]([N:15]1[C:14]2[C:13]3[CH:22]=[CH:23][C:10]([N:6]4[CH2:5][C@H:4]([CH2:3][NH:2][C:7]([O:8][CH3:4])=[O:9])[O:8][C:7]4=[O:9])=[CH:11][C:12]=3[CH2:21][CH2:20][CH2:19][C:18]=2[CH:17]=[N:16]1)=[O:33]. (2) Given the reactants [N:1]1[CH:6]=[CH:5][CH:4]=[CH:3][C:2]=1[C:7]1[N:11]=[C:10]([C:12]2[CH:17]=[C:16]([C:18]#[N:19])[CH:15]=[C:14](Br)[CH:13]=2)[O:9][N:8]=1.[N:21]1[CH:26]=[CH:25][C:24](B(O)O)=[CH:23][CH:22]=1.COCCOC.C(=O)([O-])[O-].[Na+].[Na+], predict the reaction product. The product is: [N:1]1[CH:6]=[CH:5][CH:4]=[CH:3][C:2]=1[C:7]1[N:11]=[C:10]([C:12]2[CH:13]=[C:14]([C:24]3[CH:25]=[CH:26][N:21]=[CH:22][CH:23]=3)[CH:15]=[C:16]([C:18]#[N:19])[CH:17]=2)[O:9][N:8]=1. (3) Given the reactants F[C:2]1[CH:15]=[CH:14][C:13]([N+:16]([O-:18])=[O:17])=[CH:12][C:3]=1[CH2:4][O:5][CH:6]1[CH2:11][CH2:10][CH2:9][CH2:8][O:7]1.[C:19]1([OH:25])[CH:24]=[CH:23][CH:22]=[CH:21][CH:20]=1.CC([O-])(C)C.[K+], predict the reaction product. The product is: [N+:16]([C:13]1[CH:14]=[CH:15][C:2]([O:25][C:19]2[CH:24]=[CH:23][CH:22]=[CH:21][CH:20]=2)=[C:3]([CH:12]=1)[CH2:4][O:5][CH:6]1[CH2:11][CH2:10][CH2:9][CH2:8][O:7]1)([O-:18])=[O:17].